This data is from Catalyst prediction with 721,799 reactions and 888 catalyst types from USPTO. The task is: Predict which catalyst facilitates the given reaction. (1) Reactant: [NH:1]1[C:9]2[C:4](=[CH:5][C:6]([CH:10]=[O:11])=[CH:7][CH:8]=2)[CH:3]=[CH:2]1.[H-].[Na+].CI.[C:16](OCC)(=O)C. Product: [CH3:16][N:1]1[C:9]2[C:4](=[CH:5][C:6]([CH:10]=[O:11])=[CH:7][CH:8]=2)[CH:3]=[CH:2]1. The catalyst class is: 3. (2) Reactant: [NH2:1][C:2]1[C:7]([S:8](Cl)(=[O:10])=[O:9])=[CH:6][C:5]([Br:12])=[CH:4][N:3]=1.[NH3:13]. Product: [NH2:1][C:2]1[C:7]([S:8]([NH2:13])(=[O:10])=[O:9])=[CH:6][C:5]([Br:12])=[CH:4][N:3]=1. The catalyst class is: 12. (3) Reactant: [F:1][C:2]1[CH:7]=[C:6]([C:8]2[CH:13]=[C:12]([C:14](O)=[O:15])[CH:11]=[C:10]([N:17]([CH2:19][CH2:20][OH:21])[CH3:18])[N:9]=2)[CH:5]=[CH:4][N:3]=1.[NH4+].[Cl-].C[N:25](C(ON1N=NC2C=CC=NC1=2)=[N+](C)C)C.F[P-](F)(F)(F)(F)F. Product: [F:1][C:2]1[CH:7]=[C:6]([C:8]2[CH:13]=[C:12]([C:14]([NH2:25])=[O:15])[CH:11]=[C:10]([N:17]([CH2:19][CH2:20][OH:21])[CH3:18])[N:9]=2)[CH:5]=[CH:4][N:3]=1. The catalyst class is: 85. (4) The catalyst class is: 212. Product: [CH2:1]([O:3][C:4]1[CH:5]=[C:6]([CH2:7][N:8]2[CH2:9][CH2:10][CH:11]([NH:14][C:15]3[O:16][C:17]4[CH:23]=[CH:22][C:21]([O:24][CH2:25][CH2:26][OH:27])=[CH:20][C:18]=4[N:19]=3)[CH2:12][CH2:13]2)[CH:28]=[C:29]([O:32][CH2:33][CH3:34])[C:30]=1[C:49]1[CH:54]=[CH:53][C:52]([F:55])=[CH:51][CH:50]=1)[CH3:2]. Reactant: [CH2:1]([O:3][C:4]1[CH:5]=[C:6]([CH:28]=[C:29]([O:32][CH2:33][CH3:34])[C:30]=1F)[CH2:7][N:8]1[CH2:13][CH2:12][CH:11]([NH:14][C:15]2[O:16][C:17]3[CH:23]=[CH:22][C:21]([O:24][CH2:25][CH2:26][OH:27])=[CH:20][C:18]=3[N:19]=2)[CH2:10][CH2:9]1)[CH3:2].C(OC1C=C(C=O)C=C(OCC)C=1[C:49]1[CH:54]=[CH:53][C:52]([F:55])=[CH:51][CH:50]=1)C.C([BH3-])#N.[Na+].C(N(C(C)C)C(C)C)C. (5) Reactant: C=O.[CH2:3](N(CC)CC)C.Cl.Cl.[CH2:12]([N:19]1[CH2:22][C:21]2([CH2:26][CH2:25][CH2:24][NH:23]2)[CH2:20]1)[C:13]1[CH:18]=[CH:17][CH:16]=[CH:15][CH:14]=1.C(O[BH-](OC(=O)C)OC(=O)C)(=O)C.[Na+]. Product: [CH2:12]([N:19]1[CH2:22][C:21]2([CH2:26][CH2:25][CH2:24][N:23]2[CH3:3])[CH2:20]1)[C:13]1[CH:14]=[CH:15][CH:16]=[CH:17][CH:18]=1. The catalyst class is: 26. (6) Reactant: [C:1]([O:5][C:6](=[O:15])[NH:7][C:8]1[CH:13]=[CH:12][CH:11]=[C:10]([CH3:14])[N:9]=1)([CH3:4])([CH3:3])[CH3:2].CC(C)=O.C(=O)=O.[Li]CCCC.[CH2:28]([N:35]1[CH2:40][CH:39]2[CH:37]([O:38]2)[CH2:36]1)[C:29]1[CH:34]=[CH:33][CH:32]=[CH:31][CH:30]=1. Product: [C:1]([O:5][C:6](=[O:15])[NH:7][C:8]1[CH:13]=[CH:12][CH:11]=[C:10]([CH2:14][CH:39]2[CH:37]([OH:38])[CH2:36][N:35]([CH2:28][C:29]3[CH:34]=[CH:33][CH:32]=[CH:31][CH:30]=3)[CH2:40]2)[N:9]=1)([CH3:4])([CH3:3])[CH3:2]. The catalyst class is: 1. (7) Reactant: [CH:1]1([C:4]2[CH:5]=[C:6]([C:31]([O:33][CH3:34])=[O:32])[C:7]([NH:10][C:11]3[CH:12]=[C:13]4[C:17](=[CH:18][CH:19]=3)[N:16]([CH2:20][CH:21]([CH3:23])[CH3:22])[C:15]([C:24]([O:26]C(C)(C)C)=[O:25])=[CH:14]4)=[N:8][CH:9]=2)[CH2:3][CH2:2]1. Product: [CH:1]1([C:4]2[CH:5]=[C:6]([C:31]([O:33][CH3:34])=[O:32])[C:7]([NH:10][C:11]3[CH:12]=[C:13]4[C:17](=[CH:18][CH:19]=3)[N:16]([CH2:20][CH:21]([CH3:23])[CH3:22])[C:15]([C:24]([OH:26])=[O:25])=[CH:14]4)=[N:8][CH:9]=2)[CH2:2][CH2:3]1. The catalyst class is: 55.